Dataset: Forward reaction prediction with 1.9M reactions from USPTO patents (1976-2016). Task: Predict the product of the given reaction. Given the reactants [CH3:1][C:2]1[N:3]=[CH:4][NH:5][CH:6]=1.CC(C)([O-])C.[Li+].CCCCCC.[Br:19][C:20]1[CH:25]=[CH:24][C:23]([C:26]([F:29])([F:28])[F:27])=[CH:22][C:21]=1F.[NH4+].[Cl-], predict the reaction product. The product is: [Br:19][C:20]1[CH:21]=[CH:22][C:23]([C:26]([F:27])([F:28])[F:29])=[CH:24][C:25]=1[N:3]1[C:2]([CH3:1])=[CH:6][N:5]=[CH:4]1.